From a dataset of Full USPTO retrosynthesis dataset with 1.9M reactions from patents (1976-2016). Predict the reactants needed to synthesize the given product. (1) Given the product [Br:1][C:2]1[CH:7]=[CH:6][C:5]([N:8]2[C:13]([CH2:14][C@@H:15]3[CH2:19][CH2:18][N:17]([C:20]([CH:22]4[CH2:24][CH2:23]4)=[O:21])[CH2:16]3)=[N:12][NH:11][C:9]2=[O:10])=[C:4]([CH3:26])[CH:3]=1, predict the reactants needed to synthesize it. The reactants are: [Br:1][C:2]1[CH:7]=[CH:6][C:5]([NH:8][C:9]([NH:11][NH:12][C:13](=O)[CH2:14][C@@H:15]2[CH2:19][CH2:18][N:17]([C:20]([CH:22]3[CH2:24][CH2:23]3)=[O:21])[CH2:16]2)=[O:10])=[C:4]([CH3:26])[CH:3]=1.C([O-])([O-])=O.[K+].[K+]. (2) Given the product [OH:1][C:2]1[CH:10]=[CH:9][C:5]([CH:6]=[O:7])=[CH:4][CH:3]=1, predict the reactants needed to synthesize it. The reactants are: [OH:1][C:2]1[CH:10]=[CH:9][C:5]([C:6](O)=[O:7])=[CH:4][CH:3]=1. (3) Given the product [CH2:43]([O:42][CH:41]([O:45][CH2:46][CH3:47])[C@@H:40]([N:28]([CH2:29][C:30]1[C:39]2[C:34](=[CH:35][CH:36]=[CH:37][CH:38]=2)[CH:33]=[CH:32][CH:31]=1)[C:26]([C@H:13]([CH2:14][CH2:15][CH2:16][CH2:17][NH:18][C:19](=[O:25])[O:20][C:21]([CH3:23])([CH3:24])[CH3:22])[NH:12][C:8](=[O:10])[CH2:7][O:6][NH:5][C:4](=[O:11])[NH:3][CH2:1][CH3:2])=[O:27])[CH3:48])[CH3:44], predict the reactants needed to synthesize it. The reactants are: [CH2:1]([NH:3][C:4](=[O:11])[NH:5][O:6][CH2:7][C:8]([OH:10])=O)[CH3:2].[NH2:12][C@H:13]([C:26]([N:28]([C@@H:40]([CH3:48])[CH:41]([O:45][CH2:46][CH3:47])[O:42][CH2:43][CH3:44])[CH2:29][C:30]1[C:39]2[C:34](=[CH:35][CH:36]=[CH:37][CH:38]=2)[CH:33]=[CH:32][CH:31]=1)=[O:27])[CH2:14][CH2:15][CH2:16][CH2:17][NH:18][C:19](=[O:25])[O:20][C:21]([CH3:24])([CH3:23])[CH3:22]. (4) The reactants are: [F:1][C:2]1[CH:7]=[CH:6][C:5]([CH2:8][CH2:9][C:10]([O:12]CC)=[O:11])=[CH:4][C:3]=1[NH:15][C:16]([C:18]1[C:27]2[C:22](=[CH:23][CH:24]=[CH:25][CH:26]=2)[CH:21]=[C:20]([C:28]2[CH:33]=[CH:32][CH:31]=[C:30]([F:34])[CH:29]=2)[CH:19]=1)=[O:17].O[Li].O. Given the product [F:1][C:2]1[CH:7]=[CH:6][C:5]([CH2:8][CH2:9][C:10]([OH:12])=[O:11])=[CH:4][C:3]=1[NH:15][C:16]([C:18]1[C:27]2[C:22](=[CH:23][CH:24]=[CH:25][CH:26]=2)[CH:21]=[C:20]([C:28]2[CH:33]=[CH:32][CH:31]=[C:30]([F:34])[CH:29]=2)[CH:19]=1)=[O:17], predict the reactants needed to synthesize it. (5) Given the product [NH2:1][C:2]1[C:3]([NH:15][C:14]2[CH:16]=[CH:17][CH:18]=[C:12]([N+:9]([O-:11])=[O:10])[CH:13]=2)=[N:4][CH:5]=[CH:6][CH:7]=1, predict the reactants needed to synthesize it. The reactants are: [NH2:1][C:2]1[C:3](Cl)=[N:4][CH:5]=[CH:6][CH:7]=1.[N+:9]([C:12]1[CH:13]=[C:14]([CH:16]=[CH:17][CH:18]=1)[NH2:15])([O-:11])=[O:10]. (6) Given the product [NH2:12][C:11]1[C:10]([F:16])=[C:9](/[CH:19]=[CH:18]/[C:17]([O:21][C:22]([CH3:25])([CH3:24])[CH3:23])=[O:20])[CH:15]=[CH:14][CH:13]=1, predict the reactants needed to synthesize it. The reactants are: C(N(CC)CC)C.Br[C:9]1[C:10]([F:16])=[C:11]([CH:13]=[CH:14][CH:15]=1)[NH2:12].[C:17]([O:21][C:22]([CH3:25])([CH3:24])[CH3:23])(=[O:20])[CH:18]=[CH2:19].C1(C)C=CC=CC=1P(C1C=CC=CC=1C)C1C=CC=CC=1C. (7) Given the product [Cl:22][C:17]1[CH:16]=[C:15]([C@@:10]23[CH2:11][C@@H:12]2[C:13](=[O:14])[NH:8][CH2:9]3)[CH:20]=[CH:19][C:18]=1[Cl:21], predict the reactants needed to synthesize it. The reactants are: C(OC([N:8]1[C:13](=[O:14])[CH:12]2[C:10]([C:15]3[CH:20]=[CH:19][C:18]([Cl:21])=[C:17]([Cl:22])[CH:16]=3)([CH2:11]2)[CH2:9]1)=O)(C)(C)C.FC(F)(F)C(O)=O.